From a dataset of CYP2C9 inhibition data for predicting drug metabolism from PubChem BioAssay. Regression/Classification. Given a drug SMILES string, predict its absorption, distribution, metabolism, or excretion properties. Task type varies by dataset: regression for continuous measurements (e.g., permeability, clearance, half-life) or binary classification for categorical outcomes (e.g., BBB penetration, CYP inhibition). Dataset: cyp2c9_veith. (1) The compound is CCOC(=O)C1=C(CSc2nc3ccccc3s2)NC(=O)NC1c1cccc([N+](=O)[O-])c1. The result is 1 (inhibitor). (2) The molecule is Nc1[nH]c(=O)nc2c1ncn2[C@H]1O[C@@H](CO)[C@@H](O)[C@@H]1O. The result is 0 (non-inhibitor). (3) The molecule is C(=NC12CN3CN(CN(C3)C1)C2)c1cccs1. The result is 0 (non-inhibitor). (4) The compound is O=C(CCCCCn1c(=S)[nH]c2ccccc2c1=O)NCc1ccc2c(c1)OCO2. The result is 1 (inhibitor). (5) The molecule is O=C(O)C1(Nc2ccccc2)CCN(Cc2ccccc2)CC1. The result is 0 (non-inhibitor). (6) The drug is CS(=O)(=O)Nc1cccc(-c2ccc3ncnc(NC4CCNCC4)c3c2)c1. The result is 0 (non-inhibitor). (7) The molecule is Cl[Pt](Cl)(Cl)Cl.O=C(O)c1ccncc1.O=C(O)c1ccncc1. The result is 1 (inhibitor).